From a dataset of Reaction yield outcomes from USPTO patents with 853,638 reactions. Predict the reaction yield, written as a fraction of the theoretical maximum amount of product (1.0 means a 100% yield; for example, 0.34 means a 34% yield). (1) The reactants are Br[C:2]1[CH:3]=[C:4]2[C:8](=[C:9]([C:11]([NH2:13])=[O:12])[CH:10]=1)[NH:7][CH:6]=[C:5]2[CH:14]1[CH2:19][CH2:18][CH2:17][S:16](=[O:21])(=[O:20])[CH2:15]1.[S:22]1[CH:26]=[CH:25][CH:24]=[C:23]1B(O)O.C(=O)([O-])[O-].[K+].[K+]. The catalyst is O1CCOCC1.O.C1C=CC(P(C2C=CC=CC=2)[C-]2C=CC=C2)=CC=1.C1C=CC(P(C2C=CC=CC=2)[C-]2C=CC=C2)=CC=1.Cl[Pd]Cl.[Fe+2]. The product is [O:20]=[S:16]1(=[O:21])[CH2:17][CH2:18][CH2:19][CH:14]([C:5]2[C:4]3[C:8](=[C:9]([C:11]([NH2:13])=[O:12])[CH:10]=[C:2]([C:23]4[S:22][CH:26]=[CH:25][CH:24]=4)[CH:3]=3)[NH:7][CH:6]=2)[CH2:15]1. The yield is 0.280. (2) The reactants are [C:1]([O:5][C:6]([N:8]1[CH2:13][CH2:12][C:11]([N:18]([C:26]2[CH:31]=[CH:30][CH:29]=[C:28]([NH:32]C(C3C=CC=CC=3)(C3C=CC=CC=3)C3C=CC=CC=3)[CH:27]=2)[C:19]([C:21]2[O:22][CH:23]=[CH:24][CH:25]=2)=[O:20])([C:14]([O:16][CH3:17])=[O:15])[CH2:10][CH2:9]1)=[O:7])([CH3:4])([CH3:3])[CH3:2].FC(F)(F)C(O)=O.ClCCl. The catalyst is ClCCl. The product is [NH2:32][C:28]1[CH:27]=[C:26]([N:18]([C:11]2([C:14]([O:16][CH3:17])=[O:15])[CH2:12][CH2:13][N:8]([C:6]([O:5][C:1]([CH3:2])([CH3:3])[CH3:4])=[O:7])[CH2:9][CH2:10]2)[C:19]([C:21]2[O:22][CH:23]=[CH:24][CH:25]=2)=[O:20])[CH:31]=[CH:30][CH:29]=1. The yield is 0.990. (3) The product is [Cl:17][C:18]1[N:23]=[C:22]([O:1][CH:2]2[CH2:3][CH2:4][N:5]([C:8]([O:10][C:11]([CH3:14])([CH3:13])[CH3:12])=[O:9])[CH2:6][CH2:7]2)[CH:21]=[CH:20][N:19]=1. The reactants are [OH:1][CH:2]1[CH2:7][CH2:6][N:5]([C:8]([O:10][C:11]([CH3:14])([CH3:13])[CH3:12])=[O:9])[CH2:4][CH2:3]1.[H-].[Na+].[Cl:17][C:18]1[N:23]=[C:22](Cl)[CH:21]=[CH:20][N:19]=1. The yield is 0.260. The catalyst is CN(C=O)C. (4) The reactants are [CH2:1]([NH:9][S:10]([C:13]1[CH:18]=[CH:17][C:16]([O:19][CH3:20])=[C:15]([O:21][CH3:22])[CH:14]=1)(=[O:12])=[O:11])[CH2:2][CH2:3][CH2:4][CH2:5][CH2:6][CH2:7][CH3:8].[H-].[Na+].[C:25](Cl)(=[O:32])[C:26]1[CH:31]=[CH:30][CH:29]=[CH:28][CH:27]=1. The catalyst is CN(C=O)C. The product is [CH3:22][O:21][C:15]1[CH:14]=[C:13]([S:10]([N:9]([CH2:1][CH2:2][CH2:3][CH2:4][CH2:5][CH2:6][CH2:7][CH3:8])[C:25](=[O:32])[C:26]2[CH:31]=[CH:30][CH:29]=[CH:28][CH:27]=2)(=[O:12])=[O:11])[CH:18]=[CH:17][C:16]=1[O:19][CH3:20]. The yield is 0.180.